Task: Predict the reactants needed to synthesize the given product.. Dataset: Full USPTO retrosynthesis dataset with 1.9M reactions from patents (1976-2016) (1) Given the product [CH3:1][O:2][C:3](=[O:27])[C@@H:4]([NH:26][CH2:28][C:29]1[CH:34]=[CH:33][CH:32]=[CH:31][CH:30]=1)[CH2:5][S:6][C:7]([C:8]1[CH:13]=[CH:12][CH:11]=[CH:10][CH:9]=1)([C:20]1[CH:25]=[CH:24][CH:23]=[CH:22][CH:21]=1)[C:14]1[CH:15]=[CH:16][CH:17]=[CH:18][CH:19]=1, predict the reactants needed to synthesize it. The reactants are: [CH3:1][O:2][C:3](=[O:27])[C@@H:4]([NH2:26])[CH2:5][S:6][C:7]([C:20]1[CH:25]=[CH:24][CH:23]=[CH:22][CH:21]=1)([C:14]1[CH:19]=[CH:18][CH:17]=[CH:16][CH:15]=1)[C:8]1[CH:13]=[CH:12][CH:11]=[CH:10][CH:9]=1.[CH:28](=O)[C:29]1[CH:34]=[CH:33][CH:32]=[CH:31][CH:30]=1.[BH4-].[Na+]. (2) Given the product [Cl:15][C:16]1[CH:17]=[CH:18][C:19]([C:22]2[CH:23]=[CH:24][C:25]([C:28]#[C:29][C:2]3[CH:7]=[CH:6][C:5]([CH:8]4[CH2:13][CH2:12][CH2:11][CH:10]([OH:14])[CH2:9]4)=[CH:4][CH:3]=3)=[N:26][CH:27]=2)=[CH:20][CH:21]=1, predict the reactants needed to synthesize it. The reactants are: I[C:2]1[CH:7]=[CH:6][C:5]([CH:8]2[CH2:13][CH2:12][CH2:11][CH:10]([OH:14])[CH2:9]2)=[CH:4][CH:3]=1.[Cl:15][C:16]1[CH:21]=[CH:20][C:19]([C:22]2[CH:23]=[CH:24][C:25]([C:28]#[CH:29])=[N:26][CH:27]=2)=[CH:18][CH:17]=1. (3) Given the product [O:8]1[C:7]2[CH:9]=[CH:10][CH:11]=[CH:12][C:6]=2[O:5][CH2:4][CH:3]1[CH2:2][N:21]1[CH2:20][C:19]([C:13]2[CH:18]=[CH:17][CH:16]=[CH:15][CH:14]=2)=[CH:24][CH2:23][CH2:22]1, predict the reactants needed to synthesize it. The reactants are: Br[CH2:2][CH:3]1[O:8][C:7]2[CH:9]=[CH:10][CH:11]=[CH:12][C:6]=2[O:5][CH2:4]1.[C:13]1([C:19]2[CH:20]=[N:21][CH:22]=[CH:23][CH:24]=2)[CH:18]=[CH:17][CH:16]=[CH:15][CH:14]=1.[BH4-].[Na+].